The task is: Predict the reaction yield, written as a fraction of the theoretical maximum amount of product (1.0 means a 100% yield; for example, 0.34 means a 34% yield).. This data is from Reaction yield outcomes from USPTO patents with 853,638 reactions. (1) The reactants are BrC1N2CCN(C)CC2=[C:4]([C:12]([NH:14][C@@H:15](C(C)(C)C)[C:16](NC)=[O:17])=O)N=1.[CH3:24][C:25]([CH3:53])([CH3:52])[C@H:26]([NH:31][C:32]([C:34]1[N:35]=[C:36]([C:44]#[C:45][C:46]2C=CC=CC=2)[N:37]2[CH2:42][CH2:41][N:40]([CH3:43])[CH2:39][C:38]=12)=[O:33])[C:27]([NH:29][CH3:30])=[O:28].ClC/C=C/B(O)O.C([O-])([O-])=O.[K+].[K+].N1CCOCC1. The catalyst is O1CCOCC1.CCOC(C)=O.C1C=CC([P]([Pd]([P](C2C=CC=CC=2)(C2C=CC=CC=2)C2C=CC=CC=2)([P](C2C=CC=CC=2)(C2C=CC=CC=2)C2C=CC=CC=2)[P](C2C=CC=CC=2)(C2C=CC=CC=2)C2C=CC=CC=2)(C2C=CC=CC=2)C2C=CC=CC=2)=CC=1.O. The product is [CH3:24][C:25]([CH3:53])([CH3:52])[C@H:26]([NH:31][C:32]([C:34]1[N:35]=[C:36](/[CH:44]=[CH:45]/[CH2:46][N:14]2[CH2:12][CH2:4][O:17][CH2:16][CH2:15]2)[N:37]2[CH2:42][CH2:41][N:40]([CH3:43])[CH2:39][C:38]=12)=[O:33])[C:27]([NH:29][CH3:30])=[O:28]. The yield is 0.340. (2) The reactants are C(#N)C.[Cl:4][C:5]1[C:6]([N:11]2[CH:15]([C:16]([O:18]CC)=[O:17])[CH2:14][C:13](=O)[NH:12]2)=[N:7][CH:8]=[CH:9][CH:10]=1.P(Br)(Br)([Br:24])=O.C(=O)(O)[O-].[Na+]. The catalyst is ClCCl.O. The product is [Br:24][C:13]1[CH:14]=[C:15]([C:16]([OH:18])=[O:17])[N:11]([C:6]2[C:5]([Cl:4])=[CH:10][CH:9]=[CH:8][N:7]=2)[N:12]=1. The yield is 0.950.